This data is from Full USPTO retrosynthesis dataset with 1.9M reactions from patents (1976-2016). The task is: Predict the reactants needed to synthesize the given product. (1) Given the product [F:1][C:2]1[CH:9]=[CH:8][CH:7]=[C:6]([N+:10]([O-:12])=[O:11])[C:3]=1[CH2:4][S:14][CH3:13], predict the reactants needed to synthesize it. The reactants are: [F:1][C:2]1[CH:9]=[CH:8][CH:7]=[C:6]([N+:10]([O-:12])=[O:11])[C:3]=1[CH2:4]Br.[CH3:13][S-:14].[Na+]. (2) Given the product [Br:1][C:2]1[CH:7]=[C:6]([CH2:8][C:9](=[O:26])[CH2:10][CH2:11][CH2:12][CH3:13])[CH:5]=[CH:4][C:3]=1[O:17][CH:18]1[CH2:23][CH2:22][CH2:21][CH2:20][CH2:19]1, predict the reactants needed to synthesize it. The reactants are: [Br:1][C:2]1[CH:7]=[C:6](/[CH:8]=[C:9](/[N+]([O-])=O)\[CH2:10][CH2:11][CH2:12][CH3:13])[CH:5]=[CH:4][C:3]=1[O:17][CH:18]1[CH2:23][CH2:22][CH2:21][CH2:20][CH2:19]1.Cl.C[OH:26]. (3) Given the product [O:6]=[C:5]1[N:1]([C:17]2[N:18]=[CH:19][C:20]([C:23]#[N:24])=[CH:21][CH:22]=2)[CH:2]2[C:13]3[C:8]([CH2:7][CH:3]2[CH2:4]1)=[CH:9][CH:10]=[CH:11][CH:12]=3, predict the reactants needed to synthesize it. The reactants are: [NH:1]1[C:5](=[O:6])[CH2:4][CH:3]2[CH2:7][C:8]3[C:13]([CH:2]12)=[CH:12][CH:11]=[CH:10][CH:9]=3.[H-].[Na+].Cl[C:17]1[CH:22]=[CH:21][C:20]([C:23]#[N:24])=[CH:19][N:18]=1. (4) Given the product [Cl:10][C:11]1[CH:12]=[C:13]([CH:17]=[CH:18][C:19]=1[Cl:20])[C:14]([NH:6][NH:5][C:7](=[NH:8])[NH2:9])=[O:15], predict the reactants needed to synthesize it. The reactants are: C(=O)(O)O.[NH:5]([C:7](=[NH:9])[NH2:8])[NH2:6].[Cl:10][C:11]1[CH:12]=[C:13]([CH:17]=[CH:18][C:19]=1[Cl:20])[C:14](Cl)=[O:15].[OH-].[Na+].